This data is from Peptide-MHC class I binding affinity with 185,985 pairs from IEDB/IMGT. The task is: Regression. Given a peptide amino acid sequence and an MHC pseudo amino acid sequence, predict their binding affinity value. This is MHC class I binding data. (1) The peptide sequence is PRRKAKIIK. The MHC is HLA-B27:05 with pseudo-sequence HLA-B27:05. The binding affinity (normalized) is 0.391. (2) The peptide sequence is LMNVITLVY. The binding affinity (normalized) is 0.312. The MHC is HLA-A26:01 with pseudo-sequence HLA-A26:01. (3) The binding affinity (normalized) is 0.0847. The MHC is HLA-B48:01 with pseudo-sequence HLA-B48:01. The peptide sequence is IAHVRDVVM. (4) The peptide sequence is CLGGLLTMV. The MHC is HLA-B40:02 with pseudo-sequence HLA-B40:02. The binding affinity (normalized) is 0. (5) The peptide sequence is EQYTCNKPYT. The MHC is HLA-A02:06 with pseudo-sequence HLA-A02:06. The binding affinity (normalized) is 0.00835. (6) The peptide sequence is GYKDGNEYIV. The MHC is H-2-Kd with pseudo-sequence H-2-Kd. The binding affinity (normalized) is 0. (7) The peptide sequence is VEYLLEQL. The MHC is H-2-Kb with pseudo-sequence H-2-Kb. The binding affinity (normalized) is 0.598.